This data is from Forward reaction prediction with 1.9M reactions from USPTO patents (1976-2016). The task is: Predict the product of the given reaction. (1) Given the reactants [Cl:1][C:2]1[CH:3]=[CH:4][C:5]([O:15][CH2:16][C:17]2[CH:22]=[CH:21][CH:20]=[C:19]([F:23])[C:18]=2[F:24])=[C:6]([C:8](=O)[CH2:9][CH2:10][C:11](=O)[CH3:12])[CH:7]=1.[CH3:25][O:26][C:27](=[O:39])[C:28]1[C:33]([NH:34][C:35](=[O:37])[CH3:36])=[CH:32][CH:31]=[C:30]([NH2:38])[CH:29]=1.CC1C=CC(S(O)(=O)=O)=CC=1, predict the reaction product. The product is: [CH3:25][O:26][C:27](=[O:39])[C:28]1[C:33]([NH:34][C:35](=[O:37])[CH3:36])=[CH:32][CH:31]=[C:30]([N:38]2[C:11]([CH3:12])=[CH:10][CH:9]=[C:8]2[C:6]2[CH:7]=[C:2]([Cl:1])[CH:3]=[CH:4][C:5]=2[O:15][CH2:16][C:17]2[CH:22]=[CH:21][CH:20]=[C:19]([F:23])[C:18]=2[F:24])[CH:29]=1. (2) Given the reactants [CH:1]([C:4]1[S:13][C:12]2[NH:11][C:10]3[CH:14]=[CH:15][CH:16]=[CH:17][C:9]=3[N:8]=[C:7]([N:18]3[CH2:23][CH2:22][NH:21][CH:20]([CH2:24][CH2:25][OH:26])[CH2:19]3)[C:6]=2[N:5]=1)([CH3:3])[CH3:2].C=O.[C:29](O[BH-](OC(=O)C)OC(=O)C)(=O)C.[Na+], predict the reaction product. The product is: [CH:1]([C:4]1[S:13][C:12]2[NH:11][C:10]3[CH:14]=[CH:15][CH:16]=[CH:17][C:9]=3[N:8]=[C:7]([N:18]3[CH2:23][CH2:22][N:21]([CH3:29])[C@@H:20]([CH2:24][CH2:25][OH:26])[CH2:19]3)[C:6]=2[N:5]=1)([CH3:3])[CH3:2]. (3) Given the reactants [N+:1]([C:4]1[CH:5]=[N:6][N:7]([C@@H:9]2[CH2:14][CH2:13][CH2:12][N:11]([C:15]([O:17][C:18]([CH3:21])([CH3:20])[CH3:19])=[O:16])[CH2:10]2)[CH:8]=1)([O-])=O, predict the reaction product. The product is: [NH2:1][C:4]1[CH:5]=[N:6][N:7]([C@@H:9]2[CH2:14][CH2:13][CH2:12][N:11]([C:15]([O:17][C:18]([CH3:21])([CH3:20])[CH3:19])=[O:16])[CH2:10]2)[CH:8]=1. (4) The product is: [CH2:34]([N:19]([CH2:17][CH3:18])[CH2:20][CH2:21][NH:22][C:23]([C:25]1[C:29]([CH3:30])=[C:28]([CH:31]=[C:11]2[C:10]3[C:14](=[CH:15][C:7]([C:3]4[CH:2]=[N:1][CH:6]=[CH:5][CH:4]=4)=[CH:8][CH:9]=3)[NH:13][C:12]2=[O:16])[NH:27][C:26]=1[CH3:33])=[O:24])[CH3:35]. Given the reactants [N:1]1[CH:6]=[CH:5][CH:4]=[C:3]([C:7]2[CH:15]=[C:14]3[C:10]([CH2:11][C:12](=[O:16])[NH:13]3)=[CH:9][CH:8]=2)[CH:2]=1.[CH2:17]([N:19]([CH2:34][CH3:35])[CH2:20][CH2:21][NH:22][C:23]([C:25]1[C:29]([CH3:30])=[C:28]([CH:31]=O)[NH:27][C:26]=1[CH3:33])=[O:24])[CH3:18], predict the reaction product. (5) Given the reactants [F:1][C:2]([F:24])([F:23])[C:3]1[CH:4]=[CH:5][C:6]([O:9][C:10]2[CH:11]=[C:12]3[C:17](=[CH:18][CH:19]=2)[N:16]=[C:15]([C:20](O)=[O:21])[CH:14]=[CH:13]3)=[N:7][CH:8]=1.[N:25]1([C:31]([O:33][C:34]([CH3:37])([CH3:36])[CH3:35])=[O:32])[CH2:30][CH2:29][NH:28][CH2:27][CH2:26]1.C(N(CC)CC)C.C(P1(=O)OP(=O)(CCC)OP(=O)(CCC)O1)CC, predict the reaction product. The product is: [F:1][C:2]([F:23])([F:24])[C:3]1[CH:4]=[CH:5][C:6]([O:9][C:10]2[CH:11]=[C:12]3[C:17](=[CH:18][CH:19]=2)[N:16]=[C:15]([C:20]([N:28]2[CH2:27][CH2:26][N:25]([C:31]([O:33][C:34]([CH3:37])([CH3:36])[CH3:35])=[O:32])[CH2:30][CH2:29]2)=[O:21])[CH:14]=[CH:13]3)=[N:7][CH:8]=1.